The task is: Predict the reactants needed to synthesize the given product.. This data is from Full USPTO retrosynthesis dataset with 1.9M reactions from patents (1976-2016). Given the product [NH2:1][C:4]1[CH:9]=[CH:8][CH:7]=[CH:6][C:5]=1[C:10]1[S:14][C:13]([C:15]([NH:24][CH3:22])=[O:17])=[N:12][N:11]=1, predict the reactants needed to synthesize it. The reactants are: [N+:1]([C:4]1[CH:9]=[CH:8][CH:7]=[CH:6][C:5]=1[C:10]1[S:14][C:13]([C:15]([O:17]CC)=O)=[N:12][N:11]=1)([O-])=O.CO.[CH2:22]([N:24](CC)CC)C.